This data is from Reaction yield outcomes from USPTO patents with 853,638 reactions. The task is: Predict the reaction yield, written as a fraction of the theoretical maximum amount of product (1.0 means a 100% yield; for example, 0.34 means a 34% yield). (1) The reactants are [Na+].[Br:2][C:3]1[CH:17]=[CH:16][C:6]([CH:7]=[N:8][CH:9]([CH:13]([CH3:15])[CH3:14])[C:10]([O-:12])=[O:11])=[CH:5][CH:4]=1.[C:18](Cl)(=[O:23])[CH2:19][CH2:20][CH2:21][CH3:22].C(OCC)(=O)C. The catalyst is ClCCl. The product is [Br:2][C:3]1[CH:4]=[CH:5][C:6]([CH:7]2[N:8]([C:18](=[O:23])[CH2:19][CH2:20][CH2:21][CH3:22])[CH:9]([CH:13]([CH3:15])[CH3:14])[C:10](=[O:12])[O:11]2)=[CH:16][CH:17]=1. The yield is 0.340. (2) The reactants are [CH3:1][O:2][C:3]1[CH:4]=[C:5]([C:12]2[CH:17]=[CH:16][C:15]([C:18](=[O:27])[CH2:19][C:20]([CH3:26])([CH3:25])[C:21]([O:23][CH3:24])=[O:22])=[CH:14][CH:13]=2)[CH:6]=[CH:7][C:8]=1[N+:9]([O-])=O.Cl. The catalyst is C(O)C.[Fe]. The product is [NH2:9][C:8]1[CH:7]=[CH:6][C:5]([C:12]2[CH:13]=[CH:14][C:15]([C:18](=[O:27])[CH2:19][C:20]([CH3:26])([CH3:25])[C:21]([O:23][CH3:24])=[O:22])=[CH:16][CH:17]=2)=[CH:4][C:3]=1[O:2][CH3:1]. The yield is 0.670. (3) The reactants are [Br:1][C:2]1[CH:3]=[C:4]([CH:7]=[C:8]([F:11])[C:9]=1[OH:10])[CH:5]=O.[C:12]1([C:18](=O)[CH2:19][C:20]2[CH:25]=[CH:24][CH:23]=[CH:22][CH:21]=2)[CH:17]=[CH:16][CH:15]=[CH:14][CH:13]=1.[NH2:27][C:28]([NH2:30])=[O:29].Cl. The catalyst is C(O)C. The product is [Br:1][C:2]1[CH:3]=[C:4]([CH:5]2[C:19]([C:20]3[CH:25]=[CH:24][CH:23]=[CH:22][CH:21]=3)=[C:18]([C:12]3[CH:17]=[CH:16][CH:15]=[CH:14][CH:13]=3)[NH:30][C:28](=[O:29])[NH:27]2)[CH:7]=[C:8]([F:11])[C:9]=1[OH:10]. The yield is 0.330. (4) The reactants are [F:8][C:7]([F:10])([F:9])[C:6](O[C:6](=[O:11])[C:7]([F:10])([F:9])[F:8])=[O:11].[NH2:14][C:15]1[C:16]([CH3:21])=[CH:17][CH:18]=[CH:19][CH:20]=1.C(N(CC)CC)C. The catalyst is C(Cl)Cl. The product is [F:10][C:7]([F:8])([F:9])[C:6]([NH:14][C:15]1[CH:20]=[CH:19][CH:18]=[CH:17][C:16]=1[CH3:21])=[O:11]. The yield is 0.850.